From a dataset of Reaction yield outcomes from USPTO patents with 853,638 reactions. Predict the reaction yield, written as a fraction of the theoretical maximum amount of product (1.0 means a 100% yield; for example, 0.34 means a 34% yield). (1) The reactants are [CH2:1]([O:3][C:4]([C:6]1[NH:7][C:8]2[C:13]([CH:14]=1)=[CH:12][C:11](Br)=[CH:10][CH:9]=2)=[O:5])[CH3:2].[C:16]([C:20]1[CH:25]=[CH:24][C:23](B(O)O)=[CH:22][CH:21]=1)([CH3:19])([CH3:18])[CH3:17].[O-]P([O-])([O-])=O.[K+].[K+].[K+].C1(C)C=CC=CC=1P(C1C=CC=CC=1C)C1C=CC=CC=1C.C([O-])(O)=O.[Na+]. The catalyst is CC([O-])=O.CC([O-])=O.[Pd+2].C1(C)C=CC=CC=1.CCO. The product is [CH2:1]([O:3][C:4]([C:6]1[NH:7][C:8]2[C:13]([CH:14]=1)=[CH:12][C:11]([C:23]1[CH:24]=[CH:25][C:20]([C:16]([CH3:19])([CH3:18])[CH3:17])=[CH:21][CH:22]=1)=[CH:10][CH:9]=2)=[O:5])[CH3:2]. The yield is 0.780. (2) The product is [CH3:9][O:8][C:5]1[CH:6]=[CH:7][C:2]([CH:26]([C:24]2[S:25][C:21]([C:15]3[CH:16]=[CH:17][CH:18]=[CH:19][CH:20]=3)=[CH:22][CH:23]=2)[OH:27])=[CH:3][CH:4]=1. The yield is 0.680. The reactants are Br[C:2]1[CH:7]=[CH:6][C:5]([O:8][CH3:9])=[CH:4][CH:3]=1.[Li]CCCC.[C:15]1([C:21]2[S:25][C:24]([CH:26]=[O:27])=[CH:23][CH:22]=2)[CH:20]=[CH:19][CH:18]=[CH:17][CH:16]=1. The catalyst is C1COCC1. (3) The reactants are [Cl:1][C:2]1[C:10]([C:11]([F:14])([F:13])[F:12])=[CH:9][CH:8]=[CH:7][C:3]=1[C:4](O)=[O:5].C(C1NC=CN=1)(C1NC=CN=1)=O.O.[NH2:28][NH2:29].Cl. The catalyst is C1COCC1. The product is [Cl:1][C:2]1[C:10]([C:11]([F:14])([F:13])[F:12])=[CH:9][CH:8]=[CH:7][C:3]=1[C:4]([NH:28][NH2:29])=[O:5]. The yield is 0.940. (4) The reactants are Br[C:2]1[CH:9]=[CH:8][C:5]([C:6]#[N:7])=[CH:4][CH:3]=1.[C:10]([O:14][CH2:15][CH3:16])(=[O:13])[CH:11]=[CH2:12]. The catalyst is CN(C=O)C.CC([O-])=O.CC([O-])=O.[Pd+2].C1(C)C=CC=CC=1P(C1C=CC=CC=1C)C1C=CC=CC=1C. The product is [C:6]([C:5]1[CH:8]=[CH:9][C:2](/[CH:12]=[CH:11]/[C:10]([O:14][CH2:15][CH3:16])=[O:13])=[CH:3][CH:4]=1)#[N:7]. The yield is 0.920. (5) The reactants are Cl[C:2]1[CH:8]=[C:7]([C:9]([F:12])([F:11])[F:10])[CH:6]=[CH:5][C:3]=1[NH2:4].[C:13](=[S:18])(OCC)[S-].[K+].[ClH:20]. The catalyst is CN(C=O)C. The product is [Cl:20][C:13]1[S:18][C:2]2[CH:8]=[C:7]([C:9]([F:12])([F:11])[F:10])[CH:6]=[CH:5][C:3]=2[N:4]=1. The yield is 0.990.